Dataset: hERG Central: cardiac toxicity at 1µM, 10µM, and general inhibition. Task: Predict hERG channel inhibition at various concentrations. (1) The molecule is O=C(CN1CCN(Cc2ccc(F)cc2)CC1)Nc1nc2ccccc2s1. Results: hERG_inhib (hERG inhibition (general)): blocker. (2) The compound is COc1cc(C(=O)N2CCN(c3ccccc3F)CC2)ccc1OCC(=O)N1CCOCC1. Results: hERG_inhib (hERG inhibition (general)): blocker. (3) The drug is COc1ccc(CN2CCN(CCCc3ccccc3)C(CCO)C2)c(OC)c1. Results: hERG_inhib (hERG inhibition (general)): blocker. (4) The compound is CCCCn1c(=O)[nH]c(=O)c2c1nc(-c1ccc(-c3ccc(F)cc3)o1)n2C. Results: hERG_inhib (hERG inhibition (general)): blocker. (5) The molecule is S=C(Nc1ccc2nc(-c3ccccn3)c(-c3ccccn3)nc2c1)N1CCOCC1. Results: hERG_inhib (hERG inhibition (general)): blocker. (6) The compound is C/C=C(\C)C(=O)NCCN1C2=NC[C@@H](Cc3ccccc3)N2C[C@@H]1Cc1ccc(OC)cc1. Results: hERG_inhib (hERG inhibition (general)): blocker. (7) The molecule is O=C(NCC(=O)N1CCN(C(=O)c2ccco2)CC1)c1ccc(Br)cc1. Results: hERG_inhib (hERG inhibition (general)): blocker. (8) The molecule is Cc1ccc(-n2nc3c(=O)n(C(C)C(=O)NCc4ccc(Cl)cc4)nc(C)c3c2C)cc1. Results: hERG_inhib (hERG inhibition (general)): blocker. (9) The compound is COc1ccc(F)c(CN2CCC(n3nccc3NC(=O)CCCc3ccccc3)CC2)c1. Results: hERG_inhib (hERG inhibition (general)): blocker.